This data is from Full USPTO retrosynthesis dataset with 1.9M reactions from patents (1976-2016). The task is: Predict the reactants needed to synthesize the given product. (1) Given the product [OH:4][C@H:5]1[CH2:22][CH2:21][C@@:20]2([CH3:23])[C:7](=[CH:8][CH2:9][C@@H:10]3[C@@H:19]2[CH2:18][CH2:17][C@@:15]2([CH3:16])[C@H:11]3[CH2:12][CH:13]=[C:14]2[N:24]2[C:28]3[CH:29]=[CH:30][CH:31]=[CH:32][C:27]=3[N:26]=[CH:25]2)[CH2:6]1, predict the reactants needed to synthesize it. The reactants are: C([O:4][C@H:5]1[CH2:22][CH2:21][C@@:20]2([CH3:23])[C:7](=[CH:8][CH2:9][C@@H:10]3[C@@H:19]2[CH2:18][CH2:17][C@@:15]2([CH3:16])[C@H:11]3[CH2:12][CH:13]=[C:14]2[N:24]2[C:28]3[CH:29]=[CH:30][CH:31]=[CH:32][C:27]=3[N:26]=[CH:25]2)[CH2:6]1)(=O)C.[OH-].[K+]. (2) Given the product [C:1]([O:5][C:6](=[O:24])[NH:7][C:8]1[CH:13]=[C:12]([N:14]([CH:16]([CH3:17])[CH3:18])[CH3:15])[C:11]([C:19]([F:22])([F:21])[F:20])=[CH:10][C:9]=1[NH:23][C:30](=[O:29])[CH2:31][C:32](=[O:52])[C:33]1[CH:38]=[CH:37][CH:36]=[C:35]([N:39]2[C:43]([CH2:44][O:45][CH:46]3[CH2:51][CH2:50][CH2:49][CH2:48][O:47]3)=[CH:42][N:41]=[N:40]2)[CH:34]=1)([CH3:3])([CH3:4])[CH3:2], predict the reactants needed to synthesize it. The reactants are: [C:1]([O:5][C:6](=[O:24])[NH:7][C:8]1[CH:13]=[C:12]([N:14]([CH:16]([CH3:18])[CH3:17])[CH3:15])[C:11]([C:19]([F:22])([F:21])[F:20])=[CH:10][C:9]=1[NH2:23])([CH3:4])([CH3:3])[CH3:2].C([O:29][C:30](=O)[CH2:31][C:32](=[O:52])[C:33]1[CH:38]=[CH:37][CH:36]=[C:35]([N:39]2[C:43]([CH2:44][O:45][CH:46]3[CH2:51][CH2:50][CH2:49][CH2:48][O:47]3)=[CH:42][N:41]=[N:40]2)[CH:34]=1)(C)(C)C. (3) Given the product [CH3:9][O:10][C:2]1[CH:3]=[N:4][CH:5]=[C:6]([O:13][CH3:12])[CH:7]=1, predict the reactants needed to synthesize it. The reactants are: F[C:2]1[CH:3]=[N:4][CH:5]=[C:6](F)[CH:7]=1.[CH3:9][O-:10].[Na+].[CH3:12][OH:13]. (4) The reactants are: I[C:2]1[CH:12]=[N:11][C:5]2[NH:6][CH2:7][C:8](=[O:10])[NH:9][C:4]=2[CH:3]=1.[CH2:13]([O:15][C:16]([C:18]1[CH:23]=[CH:22][C:21](B(O)O)=[CH:20][CH:19]=1)=[O:17])[CH3:14]. Given the product [CH2:13]([O:15][C:16](=[O:17])[C:18]1[CH:23]=[CH:22][C:21]([C:2]2[CH:12]=[N:11][C:5]3[NH:6][CH2:7][C:8](=[O:10])[NH:9][C:4]=3[CH:3]=2)=[CH:20][CH:19]=1)[CH3:14], predict the reactants needed to synthesize it. (5) The reactants are: N1CCCCC1.[NH:7]1[C:15]2[C:10](=[CH:11][CH:12]=[CH:13][CH:14]=2)[CH2:9][C:8]1=[O:16].[I:17][C:18]1[C:26]2[C:21](=[CH:22][CH:23]=[C:24]([CH:27]=O)[CH:25]=2)[NH:20][N:19]=1. Given the product [I:17][C:18]1[C:26]2[C:21](=[CH:22][CH:23]=[C:24]([CH:27]=[C:9]3[C:10]4[C:15](=[CH:14][CH:13]=[CH:12][CH:11]=4)[NH:7][C:8]3=[O:16])[CH:25]=2)[NH:20][N:19]=1, predict the reactants needed to synthesize it. (6) Given the product [Br:1][C:2]1[CH:3]=[C:4]([C:14]([NH:17][CH2:18][C:19]2[C:20](=[O:29])[NH:21][C:22]([CH3:28])=[CH:23][C:24]=2[CH2:25][CH2:26][CH3:27])=[O:16])[C:5]2[CH:6]=[N:7][N:8]([CH:11]([CH3:12])[CH3:13])[C:9]=2[CH:10]=1, predict the reactants needed to synthesize it. The reactants are: [Br:1][C:2]1[CH:3]=[C:4]([C:14]([OH:16])=O)[C:5]2[CH:6]=[N:7][N:8]([CH:11]([CH3:13])[CH3:12])[C:9]=2[CH:10]=1.[NH2:17][CH2:18][C:19]1[C:20](=[O:29])[NH:21][C:22]([CH3:28])=[CH:23][C:24]=1[CH2:25][CH2:26][CH3:27].ON1C2N=CC=CC=2N=N1.CN1CCOCC1.C(Cl)CCl.C([O-])([O-])=O.[K+].[K+]. (7) The reactants are: [C:1]([C:3]1[C:8](=O)[NH:7][C:6]([NH:10][CH:11]2[CH2:13][CH2:12]2)=[N:5][C:4]=1[C:14]1[CH:19]=[CH:18][C:17]([CH3:20])=[C:16]([O:21][CH3:22])[CH:15]=1)#[N:2].O=P(Cl)(Cl)[Cl:25]. Given the product [Cl:25][C:8]1[N:7]=[C:6]([NH:10][CH:11]2[CH2:13][CH2:12]2)[N:5]=[C:4]([C:14]2[CH:19]=[CH:18][C:17]([CH3:20])=[C:16]([O:21][CH3:22])[CH:15]=2)[C:3]=1[C:1]#[N:2], predict the reactants needed to synthesize it. (8) Given the product [CH3:15][O:16][C:17](=[O:27])[C@H:18]([CH2:20][C:21]1[CH:26]=[CH:25][CH:24]=[CH:23][CH:22]=1)[NH:19][C:12]([C:7]1[CH:6]=[CH:5][C:4]2[C:9](=[CH:10][CH:11]=[C:2]([OH:1])[CH:3]=2)[CH:8]=1)=[O:14], predict the reactants needed to synthesize it. The reactants are: [OH:1][C:2]1[CH:3]=[C:4]2[C:9](=[CH:10][CH:11]=1)[CH:8]=[C:7]([C:12]([OH:14])=O)[CH:6]=[CH:5]2.[CH3:15][O:16][C:17](=[O:27])[CH:18]([CH2:20][C:21]1[CH:26]=[CH:25][CH:24]=[CH:23][CH:22]=1)[NH2:19].ON1C2C=CC=CC=2N=N1.C(N=C=NCCCN(C)C)C. (9) Given the product [I:27][C:3]1[C:2]([NH:7][C:8](=[O:13])[C:9]([CH3:10])([CH3:12])[CH3:11])=[N:1][CH:6]=[CH:5][CH:4]=1, predict the reactants needed to synthesize it. The reactants are: [N:1]1[CH:6]=[CH:5][CH:4]=[CH:3][C:2]=1[NH:7][C:8](=[O:13])[C:9]([CH3:12])([CH3:11])[CH3:10].CN(CCN(C)C)C.[Li]CCCC.[I:27]I.